From a dataset of Catalyst prediction with 721,799 reactions and 888 catalyst types from USPTO. Predict which catalyst facilitates the given reaction. (1) Product: [F:35][C:30]1[CH:29]=[C:28]([CH:24]([CH:21]2[CH2:22][CH2:23][N:18]([S:15]([CH3:14])(=[O:17])=[O:16])[CH2:19][CH2:20]2)[CH2:25][CH2:26][N:54]2[CH2:55][CH2:56][CH:51]([CH2:50][CH2:49][S:46]([C:43]3[CH:44]=[CH:45][C:40]([S:37]([CH3:36])(=[O:39])=[O:38])=[CH:41][CH:42]=3)(=[O:48])=[O:47])[CH2:52][CH2:53]2)[CH:33]=[C:32]([F:34])[CH:31]=1. Reactant: C(O[BH-](OC(=O)C)OC(=O)C)(=O)C.[CH3:14][S:15]([N:18]1[CH2:23][CH2:22][CH:21]([CH:24]([C:28]2[CH:33]=[C:32]([F:34])[CH:31]=[C:30]([F:35])[CH:29]=2)[CH2:25][CH:26]=O)[CH2:20][CH2:19]1)(=[O:17])=[O:16].[CH3:36][S:37]([C:40]1[CH:45]=[CH:44][C:43]([S:46]([CH2:49][CH2:50][CH:51]2[CH2:56][CH2:55][NH:54][CH2:53][CH2:52]2)(=[O:48])=[O:47])=[CH:42][CH:41]=1)(=[O:39])=[O:38]. The catalyst class is: 4. (2) Reactant: [Br:1][C:2]1[CH:3]=[CH:4][C:5]([O:12][CH2:13][CH:14]([NH:17][C:18]([O:20]C(C)(C)C)=O)[CH2:15][OH:16])=[C:6]([CH:11]=1)C(OC)=O.C(O)(C(F)(F)F)=O.C(N(CC)CC)C. Product: [Br:1][C:2]1[CH:3]=[CH:4][C:5]2[O:12][CH2:13][CH:14]([CH2:15][OH:16])[NH:17][C:18](=[O:20])[C:6]=2[CH:11]=1. The catalyst class is: 2. (3) Reactant: [C:1]1([CH3:11])[CH:6]=[CH:5][C:4]([S:7](Cl)(=[O:9])=[O:8])=[CH:3][CH:2]=1.[CH2:12]1[O:16][C@@H:15]2[C@H:17]([OH:20])[CH2:18][O:19][C@@H:14]2[C@@H:13]1[OH:21].O. Product: [CH3:11][C:1]1[CH:6]=[CH:5][C:4]([S:7]([O:21][C@@H:13]2[CH2:12][O:16][C@@H:15]3[C@H:17]([OH:20])[CH2:18][O:19][C@H:14]23)(=[O:9])=[O:8])=[CH:3][CH:2]=1. The catalyst class is: 17.